From a dataset of Full USPTO retrosynthesis dataset with 1.9M reactions from patents (1976-2016). Predict the reactants needed to synthesize the given product. (1) Given the product [F:26][C:22]1[C:23]([F:25])=[CH:24][C:2]([C:37]2[CH:38]=[CH:39][CH:40]=[CH:41][C:36]=2[O:35][C:34]([F:33])([F:46])[F:45])=[C:3]([O:4][CH2:5][C:6]([N:8]([CH:18]([CH3:20])[CH3:19])[NH:9][C:10](=[O:17])[C:11]2[CH:16]=[CH:15][CH:14]=[CH:13][CH:12]=2)=[O:7])[CH:21]=1, predict the reactants needed to synthesize it. The reactants are: Br[C:2]1[CH:24]=[C:23]([F:25])[C:22]([F:26])=[CH:21][C:3]=1[O:4][CH2:5][C:6]([N:8]([CH:18]([CH3:20])[CH3:19])[NH:9][C:10](=[O:17])[C:11]1[CH:16]=[CH:15][CH:14]=[CH:13][CH:12]=1)=[O:7].C([O-])([O-])=O.[Na+].[Na+].[F:33][C:34]([F:46])([F:45])[O:35][C:36]1[CH:41]=[CH:40][CH:39]=[CH:38][C:37]=1B(O)O. (2) Given the product [CH2:66]([N:68]([CH2:72][CH3:73])[CH2:69][CH2:70][NH:71][C:24](=[O:25])[CH2:23][CH:22]([N:20]1[CH:21]=[C:17]([C:13]2[N:8]3[CH:9]=[C:10]([CH3:12])[CH:11]=[C:6]([O:5][CH2:4][C:3]4[C:28]([F:32])=[CH:29][CH:30]=[CH:31][C:2]=4[F:1])[C:7]3=[N:15][C:14]=2[CH3:16])[CH:18]=[N:19]1)[CH3:27])[CH3:67], predict the reactants needed to synthesize it. The reactants are: [F:1][C:2]1[CH:31]=[CH:30][CH:29]=[C:28]([F:32])[C:3]=1[CH2:4][O:5][C:6]1[C:7]2[N:8]([C:13]([C:17]3[CH:18]=[N:19][N:20]([CH:22]([CH3:27])[CH2:23][C:24](O)=[O:25])[CH:21]=3)=[C:14]([CH3:16])[N:15]=2)[CH:9]=[C:10]([CH3:12])[CH:11]=1.CN(C(ON1N=NC2C=CC=NC1=2)=[N+](C)C)C.F[P-](F)(F)(F)(F)F.C(N(CC)C(C)C)(C)C.[CH2:66]([N:68]([CH2:72][CH3:73])[CH2:69][CH2:70][NH2:71])[CH3:67].C(O)(C(F)(F)F)=O. (3) The reactants are: [CH3:1][C:2]1[C:7]([CH3:8])=[CH:6][CH:5]=[CH:4][C:3]=1[C:9]1[CH:10]=[C:11]([NH:15][C:16](=[O:23])[C:17]2[CH:22]=[CH:21][CH:20]=[CH:19][CH:18]=2)[CH:12]=[N:13][CH:14]=1. Given the product [CH3:1][C:2]1[C:7]([CH3:8])=[CH:6][CH:5]=[CH:4][C:3]=1[CH:9]1[CH2:14][NH:13][CH2:12][CH:11]([NH:15][C:16]([C:17]2[CH:22]=[CH:21][CH:20]=[CH:19][CH:18]=2)=[O:23])[CH2:10]1, predict the reactants needed to synthesize it. (4) Given the product [F:19][C:16]1[CH:17]=[N:18][C:11]2[N:10]([C:20]3[CH:21]=[C:22]([C:26]4[CH:31]=[CH:30][C:29]([OH:32])=[CH:28][C:27]=4[CH2:33][N:34]4[CH2:39][CH2:38][O:37][CH2:36][CH2:35]4)[CH:23]=[CH:24][CH:25]=3)[C:9](=[O:40])[N:8]([C@H:5]3[CH2:6][CH2:7][C@@H:2]([NH:1][CH2:51][C:43]4[N:44]=[C:45]5[CH:50]=[CH:49][CH:48]=[CH:47][N:46]5[C:42]=4[CH3:41])[CH2:3][CH2:4]3)[C:13](=[O:14])[C:12]=2[CH:15]=1, predict the reactants needed to synthesize it. The reactants are: [NH2:1][C@@H:2]1[CH2:7][CH2:6][C@H:5]([N:8]2[C:13](=[O:14])[C:12]3[CH:15]=[C:16]([F:19])[CH:17]=[N:18][C:11]=3[N:10]([C:20]3[CH:21]=[C:22]([C:26]4[CH:31]=[CH:30][C:29]([OH:32])=[CH:28][C:27]=4[CH2:33][N:34]4[CH2:39][CH2:38][O:37][CH2:36][CH2:35]4)[CH:23]=[CH:24][CH:25]=3)[C:9]2=[O:40])[CH2:4][CH2:3]1.[CH3:41][C:42]1[N:46]2[CH:47]=[CH:48][CH:49]=[CH:50][C:45]2=[N:44][C:43]=1[CH:51]=O.C(O[BH-](OC(=O)C)OC(=O)C)(=O)C.[Na+].